From a dataset of Forward reaction prediction with 1.9M reactions from USPTO patents (1976-2016). Predict the product of the given reaction. (1) Given the reactants CO[C:3]([C:5]1[C:10]2[N:11]=[CH:12][N:13]([C:14]3[CH:19]=[CH:18][C:17]([N+:20]([O-])=O)=[CH:16][CH:15]=3)[C:9]=2[CH:8]=[CH:7][N:6]=1)=[O:4].[CH3:23][NH2:24].[Cl:25][C:26]1[CH:31]=[CH:30][C:29]([N:32]=[C:33]=[O:34])=[CH:28][C:27]=1[C:35]([F:38])([F:37])[F:36], predict the reaction product. The product is: [CH3:23][NH:24][C:3]([C:5]1[C:10]2[N:11]=[CH:12][N:13]([C:14]3[CH:15]=[CH:16][C:17]([NH:20][C:33]([NH:32][C:29]4[CH:30]=[CH:31][C:26]([Cl:25])=[C:27]([C:35]([F:36])([F:37])[F:38])[CH:28]=4)=[O:34])=[CH:18][CH:19]=3)[C:9]=2[CH:8]=[CH:7][N:6]=1)=[O:4]. (2) Given the reactants [C:1]([C:3]1[CH:8]=[CH:7][CH:6]=[CH:5][C:4]=1[S:9](Cl)(=[O:11])=[O:10])#[N:2].[CH3:13][NH:14][CH3:15].C(N(CC)CC)C, predict the reaction product. The product is: [C:1]([C:3]1[CH:8]=[CH:7][CH:6]=[CH:5][C:4]=1[S:9]([N:14]([CH3:15])[CH3:13])(=[O:11])=[O:10])#[N:2]. (3) Given the reactants Br[C:2]1[CH:3]=[C:4]([NH:14][C:15]([C:17]2[N:18]=[N:19][CH:20]=[CH:21][CH:22]=2)=[O:16])[CH:5]=[N:6][C:7]=1[O:8][CH2:9][C:10]([F:13])([F:12])[F:11].[Cl:23][C:24]1[CH:29]=[CH:28][C:27](B(O)O)=[CH:26][C:25]=1[F:33], predict the reaction product. The product is: [Cl:23][C:24]1[CH:29]=[CH:28][C:27]([C:2]2[CH:3]=[C:4]([NH:14][C:15]([C:17]3[N:18]=[N:19][CH:20]=[CH:21][CH:22]=3)=[O:16])[CH:5]=[N:6][C:7]=2[O:8][CH2:9][C:10]([F:13])([F:12])[F:11])=[CH:26][C:25]=1[F:33].